This data is from Full USPTO retrosynthesis dataset with 1.9M reactions from patents (1976-2016). The task is: Predict the reactants needed to synthesize the given product. (1) Given the product [CH3:12][C:13]1[S:14][C:15]([C:2]2[CH:9]=[CH:8][C:7]([O:10][CH3:11])=[CH:6][C:3]=2[CH:4]=[O:5])=[C:16]([CH3:18])[N:17]=1, predict the reactants needed to synthesize it. The reactants are: Br[C:2]1[CH:9]=[CH:8][C:7]([O:10][CH3:11])=[CH:6][C:3]=1[CH:4]=[O:5].[CH3:12][C:13]1[S:14][C:15](B2OC(C)(C)C(C)(C)O2)=[C:16]([CH3:18])[N:17]=1.C([O-])([O-])=O.[K+].[K+]. (2) Given the product [Si:16]([O:1][C:2]1[CH:3]=[C:4]([CH:7]=[CH:8][C:9]=1[O:10][CH3:11])[CH:5]=[O:6])([C:12]([CH3:15])([CH3:14])[CH3:13])([CH3:18])[CH3:17], predict the reactants needed to synthesize it. The reactants are: [OH:1][C:2]1[CH:3]=[C:4]([CH:7]=[CH:8][C:9]=1[O:10][CH3:11])[CH:5]=[O:6].[C:12]([Si:16](Cl)([CH3:18])[CH3:17])([CH3:15])([CH3:14])[CH3:13]. (3) The reactants are: [Li+].[CH3:2][Si]([N-][Si](C)(C)C)(C)C.[CH:11]([Si:14]([CH:31]([CH3:33])[CH3:32])([CH:28]([CH3:30])[CH3:29])[O:15][CH2:16][C:17]1[CH:22]=[CH:21][C:20]([CH2:23][C:24]([O:26][CH3:27])=[O:25])=[CH:19][CH:18]=1)([CH3:13])[CH3:12].Br[C:35]1[C:36](C)=[C:37]2[C:42](=[O:43])[NH:41][C:39](=[O:40])[C:38]2=[CH:44][CH:45]=1. Given the product [O:43]=[C:42]1[C:37]2[C:38](=[CH:44][CH:45]=[CH:35][CH:36]=2)[C:39](=[O:40])[N:41]1[CH2:2][CH:23]([C:20]1[CH:21]=[CH:22][C:17]([CH2:16][O:15][Si:14]([CH:11]([CH3:12])[CH3:13])([CH:28]([CH3:30])[CH3:29])[CH:31]([CH3:33])[CH3:32])=[CH:18][CH:19]=1)[C:24]([O:26][CH3:27])=[O:25], predict the reactants needed to synthesize it. (4) Given the product [Cl:1][C:2]1[CH:3]=[CH:4][C:5]([NH:6][C:7]2[C:16]3[C:11](=[CH:12][CH:13]=[CH:14][CH:15]=3)[C:10]([C:17]([C:18]3[CH:23]=[CH:22][N:21]=[CH:20][CH:19]=3)=[O:28])=[N:9][N:8]=2)=[CH:24][CH:25]=1, predict the reactants needed to synthesize it. The reactants are: [Cl:1][C:2]1[CH:25]=[CH:24][C:5]([NH:6][C:7]2[C:16]3[C:11](=[CH:12][CH:13]=[CH:14][CH:15]=3)[C:10]([CH2:17][C:18]3[CH:23]=[CH:22][N:21]=[CH:20][CH:19]=3)=[N:9][N:8]=2)=[CH:4][CH:3]=1.C.C[OH:28]. (5) Given the product [CH3:1][C:2]1[CH:9]=[CH:8][CH:7]=[C:6]([CH3:10])[C:3]=1[CH2:4][N:20]1[C:16](=[O:26])[C:17]2=[CH:25][CH:24]=[CH:23][CH:22]=[C:18]2[C:19]1=[O:21], predict the reactants needed to synthesize it. The reactants are: [CH3:1][C:2]1[CH:9]=[CH:8][CH:7]=[C:6]([CH3:10])[C:3]=1[CH2:4]O.Cl[Si](C)(C)C.[C:16]1(=[O:26])[NH:20][C:19](=[O:21])[C:18]2=[CH:22][CH:23]=[CH:24][CH:25]=[C:17]12.[K]. (6) Given the product [C:18]1([C:24]2[N:29]=[C:28]([N:30]3[CH2:35][CH2:34][N:33]([C:8]([NH:7][C:3]4[N:2]=[N:1][CH:6]=[CH:5][CH:4]=4)=[O:15])[CH2:32][CH2:31]3)[CH:27]=[CH:26][CH:25]=2)[CH:19]=[CH:20][CH:21]=[CH:22][CH:23]=1, predict the reactants needed to synthesize it. The reactants are: [N:1]1[CH:6]=[CH:5][CH:4]=[C:3]([NH:7][C:8](=[O:15])OCC(Cl)(Cl)Cl)[N:2]=1.Cl.Cl.[C:18]1([C:24]2[N:29]=[C:28]([N:30]3[CH2:35][CH2:34][NH:33][CH2:32][CH2:31]3)[CH:27]=[CH:26][CH:25]=2)[CH:23]=[CH:22][CH:21]=[CH:20][CH:19]=1. (7) The reactants are: [O:1]1[CH2:6][CH2:5][CH2:4][CH:3]([NH2:7])[CH2:2]1.F[C:9]1[CH:14]=[CH:13][CH:12]=[CH:11][C:10]=1[N+:15]([O-:17])=[O:16].C(=O)([O-])[O-].[K+].[K+]. Given the product [N+:15]([C:10]1[CH:11]=[CH:12][CH:13]=[CH:14][C:9]=1[NH:7][CH:3]1[CH2:4][CH2:5][CH2:6][O:1][CH2:2]1)([O-:17])=[O:16], predict the reactants needed to synthesize it. (8) Given the product [OH:19][C@H:3]1[C@H:2]([NH:1][C:20]([NH:28][CH2:26][CH3:27])=[S:22])[C@@H:17]([OH:18])[C@@H:6]2[O:7][C@H:8]([C:11]3[CH:16]=[CH:15][CH:14]=[CH:13][CH:12]=3)[O:9][CH2:10][C@H:5]2[CH2:4]1, predict the reactants needed to synthesize it. The reactants are: [NH2:1][CH:2]1[CH:17]([OH:18])[CH:6]2[O:7][CH:8]([C:11]3[CH:16]=[CH:15][CH:14]=[CH:13][CH:12]=3)[O:9][CH2:10][CH:5]2[CH2:4][CH:3]1[OH:19].[CH2:20]([S:22]N=C=O)C.[C:26](#[N:28])[CH3:27].